Task: Regression. Given a peptide amino acid sequence and an MHC pseudo amino acid sequence, predict their binding affinity value. This is MHC class I binding data.. Dataset: Peptide-MHC class I binding affinity with 185,985 pairs from IEDB/IMGT (1) The peptide sequence is SNFTSTTVK. The MHC is HLA-A01:01 with pseudo-sequence HLA-A01:01. The binding affinity (normalized) is 0. (2) The peptide sequence is YDQMKCKSL. The MHC is HLA-B18:01 with pseudo-sequence HLA-B18:01. The binding affinity (normalized) is 0.